Dataset: Full USPTO retrosynthesis dataset with 1.9M reactions from patents (1976-2016). Task: Predict the reactants needed to synthesize the given product. Given the product [CH2:1]([O:3][C:4]([N:6]1[C:15]2[C:10](=[CH:11][C:12]([C:16]([F:17])([F:18])[F:19])=[CH:13][CH:14]=2)[C@@H:9]([OH:20])[CH2:8][C@H:7]1[CH2:21][CH3:22])=[O:5])[CH3:2], predict the reactants needed to synthesize it. The reactants are: [CH2:1]([O:3][C:4]([N:6]1[C:15]2[C:10](=[CH:11][C:12]([C:16]([F:19])([F:18])[F:17])=[CH:13][CH:14]=2)[C:9](=[O:20])[CH2:8][C@H:7]1[CH2:21][CH3:22])=[O:5])[CH3:2].C([BH-](CC(C)C)CC(C)C)C(C)C.[K+].CCC(C)[BH-](C(C)CC)C(C)CC.[K+].